Predict the reaction yield, written as a fraction of the theoretical maximum amount of product (1.0 means a 100% yield; for example, 0.34 means a 34% yield). From a dataset of Reaction yield outcomes from USPTO patents with 853,638 reactions. The reactants are [O:1]1[CH2:6][CH2:5][CH:4]([CH2:7][CH2:8]OS(C2C=CC(C)=CC=2)(=O)=O)[CH2:3][CH2:2]1.C[O-].[Na+].[CH2:23]([O:25][C:26](=[O:34])[C:27]([S:30]C(=O)C)([CH3:29])[CH3:28])[CH3:24]. The catalyst is C(O)C. The product is [CH2:23]([O:25][C:26](=[O:34])[C:27]([CH3:29])([S:30][CH2:8][CH2:7][CH:4]1[CH2:3][CH2:2][O:1][CH2:6][CH2:5]1)[CH3:28])[CH3:24]. The yield is 1.00.